From a dataset of Reaction yield outcomes from USPTO patents with 853,638 reactions. Predict the reaction yield, written as a fraction of the theoretical maximum amount of product (1.0 means a 100% yield; for example, 0.34 means a 34% yield). (1) The reactants are [CH3:1][NH:2][CH2:3][CH2:4][CH2:5][CH2:6][C:7]([OH:9])=[O:8].[CH3:10]O.[ClH:12]. No catalyst specified. The product is [ClH:12].[CH3:1][NH:2][CH2:3][CH2:4][CH2:5][CH2:6][C:7]([O:9][CH3:10])=[O:8]. The yield is 1.00. (2) The reactants are [CH2:1]([C:3]1[N:7]([C:8]2[N:16]=[C:15]3[C:11]([N:12]=[C:13]([C:18]4([O:26][CH3:27])[CH2:21][N:20]([C:22](=O)[CH2:23][OH:24])[CH2:19]4)[N:14]3[CH3:17])=[C:10]([N:28]3[CH2:33][CH2:32][O:31][CH2:30][CH2:29]3)[N:9]=2)[C:6]2[CH:34]=[CH:35][CH:36]=[CH:37][C:5]=2[N:4]=1)[CH3:2]. The catalyst is C1COCC1. The product is [CH2:1]([C:3]1[N:7]([C:8]2[N:16]=[C:15]3[C:11]([N:12]=[C:13]([C:18]4([O:26][CH3:27])[CH2:19][N:20]([CH2:22][CH2:23][OH:24])[CH2:21]4)[N:14]3[CH3:17])=[C:10]([N:28]3[CH2:33][CH2:32][O:31][CH2:30][CH2:29]3)[N:9]=2)[C:6]2[CH:34]=[CH:35][CH:36]=[CH:37][C:5]=2[N:4]=1)[CH3:2]. The yield is 0.860. (3) The reactants are [Br:1][C:2]1[CH:7]=[CH:6][C:5](F)=[C:4]([N+:9]([O-:11])=[O:10])[CH:3]=1.[NH2:12][C:13]1[CH:14]=[C:15]([NH:19][C:20](=[O:26])[O:21][C:22]([CH3:25])([CH3:24])[CH3:23])[CH:16]=[CH:17][CH:18]=1. The catalyst is CN1CCCC1=O. The product is [C:22]([O:21][C:20](=[O:26])[NH:19][C:15]1[CH:16]=[CH:17][CH:18]=[C:13]([NH:12][C:5]2[CH:6]=[CH:7][C:2]([Br:1])=[CH:3][C:4]=2[N+:9]([O-:11])=[O:10])[CH:14]=1)([CH3:25])([CH3:23])[CH3:24]. The yield is 0.910. (4) The reactants are [C:1]([O:5][C:6]([N:8]1[CH2:12][C@H:11]([CH2:13][NH:14][C:15]([O:17][C:18]([CH3:21])([CH3:20])[CH3:19])=[O:16])[CH2:10][CH:9]1[CH2:22][C:23]#[CH:24])=[O:7])([CH3:4])([CH3:3])[CH3:2].[CH2:25]([O:27][C:28]([C:30]1[C:39](=[O:40])[C:38]2[C:33](=[C:34](OS(C(F)(F)F)(=O)=O)[C:35]([F:42])=[C:36]([F:41])[CH:37]=2)[N:32]([CH:51]2[CH2:53][CH2:52]2)[CH:31]=1)=[O:29])[CH3:26].C1(P(C2C=CC=CC=2)C2C=CC=CC=2)C=CC=CC=1.O1CCCC1.C(N(CC)C(C)C)(C)C. The catalyst is CCOC(C)=O.C(Cl)Cl.C(O)C.C1C=CC([P]([Pd]([P](C2C=CC=CC=2)(C2C=CC=CC=2)C2C=CC=CC=2)([P](C2C=CC=CC=2)(C2C=CC=CC=2)C2C=CC=CC=2)[P](C2C=CC=CC=2)(C2C=CC=CC=2)C2C=CC=CC=2)(C2C=CC=CC=2)C2C=CC=CC=2)=CC=1.[Cu]I.CCOC(C)=O. The product is [CH2:25]([O:27][C:28]([C:30]1[C:39](=[O:40])[C:38]2[C:33](=[C:34]([C:24]#[C:23][CH2:22][CH:9]3[CH2:10][C@@H:11]([CH2:13][NH:14][C:15]([O:17][C:18]([CH3:21])([CH3:20])[CH3:19])=[O:16])[CH2:12][N:8]3[C:6]([O:5][C:1]([CH3:3])([CH3:2])[CH3:4])=[O:7])[C:35]([F:42])=[C:36]([F:41])[CH:37]=2)[N:32]([CH:51]2[CH2:52][CH2:53]2)[CH:31]=1)=[O:29])[CH3:26]. The yield is 0.470. (5) The reactants are [Br:1]N1C(=O)CCC1=O.[C:9]([O:13][CH:14]([C:19]1[C:24]([C:25]([F:28])([F:27])[F:26])=[CH:23][CH:22]=[C:21]([OH:29])[C:20]=1[C:30]1[CH:31]=[CH:32][C:33]2[O:38][CH2:37][CH2:36][CH2:35][C:34]=2[CH:39]=1)[C:15]([O:17][CH3:18])=[O:16])([CH3:12])([CH3:11])[CH3:10].C(NC(C)C)(C)C. The catalyst is ClCCl. The product is [Br:1][C:22]1[CH:23]=[C:24]([C:25]([F:28])([F:27])[F:26])[C:19]([CH:14]([O:13][C:9]([CH3:12])([CH3:10])[CH3:11])[C:15]([O:17][CH3:18])=[O:16])=[C:20]([C:30]2[CH:31]=[CH:32][C:33]3[O:38][CH2:37][CH2:36][CH2:35][C:34]=3[CH:39]=2)[C:21]=1[OH:29]. The yield is 0.930. (6) The reactants are Cl.[F:2][C:3]1[CH:4]=[N:5][C:6]([C@@H:9]([NH2:11])[CH3:10])=[N:7][CH:8]=1.Cl[C:13]1[N:18]=[C:17]([NH:19][C:20]2[CH:24]=[C:23]([O:25][CH2:26][C:27]([F:30])([F:29])[F:28])[NH:22][N:21]=2)[C:16]([Cl:31])=[CH:15][N:14]=1.CCN(C(C)C)C(C)C. The catalyst is CCCCO. The product is [Cl:31][C:16]1[C:17]([NH:19][C:20]2[CH:24]=[C:23]([O:25][CH2:26][C:27]([F:30])([F:29])[F:28])[NH:22][N:21]=2)=[N:18][C:13]([NH:11][C@H:9]([C:6]2[N:7]=[CH:8][C:3]([F:2])=[CH:4][N:5]=2)[CH3:10])=[N:14][CH:15]=1. The yield is 0.620. (7) The reactants are [CH3:1][C:2]1[CH:7]=[C:6]([CH3:8])[NH:5][C:4](=[O:9])[C:3]=1[CH2:10][NH:11][C:12]([C:14]1[C:15]2[CH:30]=[N:29][N:28]([CH:31]([CH3:33])[CH3:32])[C:16]=2[N:17]=[C:18]([C:20]2[CH:25]=[CH:24][C:23]([CH2:26]O)=[CH:22][CH:21]=2)[CH:19]=1)=[O:13].C1C=CC(P(C2C=CC=CC=2)C2C=CC=CC=2)=CC=1.C(Br)(Br)(Br)[Br:54]. The catalyst is C(Cl)Cl. The product is [Br:54][CH2:26][C:23]1[CH:22]=[CH:21][C:20]([C:18]2[CH:19]=[C:14]([C:12]([NH:11][CH2:10][C:3]3[C:4](=[O:9])[NH:5][C:6]([CH3:8])=[CH:7][C:2]=3[CH3:1])=[O:13])[C:15]3[CH:30]=[N:29][N:28]([CH:31]([CH3:33])[CH3:32])[C:16]=3[N:17]=2)=[CH:25][CH:24]=1. The yield is 0.529. (8) The reactants are [NH2:1][C:2]1[C:7]([CH2:8][OH:9])=[CH:6][CH:5]=[CH:4][C:3]=1[CH2:10][OH:11].[H-].[Na+].[CH3:14][C:15]([Si:18](Cl)([CH3:20])[CH3:19])([CH3:17])[CH3:16]. The catalyst is C1COCC1.[Cl-].[Na+].O. The product is [Si:18]([O:11][CH2:10][C:3]1[CH:4]=[CH:5][CH:6]=[C:7]([CH2:8][O:9][Si:18]([C:15]([CH3:17])([CH3:16])[CH3:14])([CH3:20])[CH3:19])[C:2]=1[NH2:1])([C:15]([CH3:17])([CH3:16])[CH3:14])([CH3:20])[CH3:19]. The yield is 0.940. (9) The reactants are [CH3:1][C:2]([CH3:35])([O:4][C:5]([N:7]1[C:13]2[CH:14]=[CH:15][CH:16]=[CH:17][C:12]=2[C:11]2=[C:18]([CH:29]3[CH2:34][CH2:33][CH2:32][CH2:31][CH2:30]3)[C:19]3[CH:20]=[CH:21][C:22]([C:25]([O:27]C)=[O:26])=[CH:23][C:24]=3[N:10]2[CH2:9][CH2:8]1)=[O:6])[CH3:3]. The catalyst is CO.C1COCC1.[OH-].[Na+]. The product is [CH3:3][C:2]([CH3:35])([O:4][C:5]([N:7]1[C:13]2[CH:14]=[CH:15][CH:16]=[CH:17][C:12]=2[C:11]2=[C:18]([CH:29]3[CH2:30][CH2:31][CH2:32][CH2:33][CH2:34]3)[C:19]3[CH:20]=[CH:21][C:22]([C:25]([OH:27])=[O:26])=[CH:23][C:24]=3[N:10]2[CH2:9][CH2:8]1)=[O:6])[CH3:1]. The yield is 0.960. (10) The reactants are Br[C:2]1[CH:3]=[CH:4][C:5]([F:26])=[C:6]([C:8]2([C:19]3[CH:24]=[CH:23][N:22]=[C:21]([CH3:25])[CH:20]=3)[C:16]3[C:11](=[C:12]([F:17])[CH:13]=[CH:14][CH:15]=3)[C:10]([NH2:18])=[N:9]2)[CH:7]=1.[N:27]1[CH:32]=[C:31](B(O)O)[CH:30]=[N:29][CH:28]=1.C(=O)([O-])[O-].[K+].[K+].CN(C=O)C. The catalyst is [Cl-].[Na+].O.C1C=CC(P([C]2[CH][CH][CH][CH]2)C2C=CC=CC=2)=CC=1.C1C=CC(P([C]2[CH][CH][CH][CH]2)C2C=CC=CC=2)=CC=1.Cl[Pd]Cl.[Fe]. The product is [F:17][C:12]1[CH:13]=[CH:14][CH:15]=[C:16]2[C:11]=1[C:10]([NH2:18])=[N:9][C:8]2([C:6]1[CH:7]=[C:2]([C:31]2[CH:32]=[N:27][CH:28]=[N:29][CH:30]=2)[CH:3]=[CH:4][C:5]=1[F:26])[C:19]1[CH:24]=[CH:23][N:22]=[C:21]([CH3:25])[CH:20]=1. The yield is 0.430.